Dataset: Reaction yield outcomes from USPTO patents with 853,638 reactions. Task: Predict the reaction yield, written as a fraction of the theoretical maximum amount of product (1.0 means a 100% yield; for example, 0.34 means a 34% yield). (1) The reactants are [CH3:1][C:2]([CH3:7])([CH2:5][OH:6])[CH2:3][OH:4].N1C=CN=C1.[C:13]([Si:17]([CH3:20])([CH3:19])Cl)([CH3:16])([CH3:15])[CH3:14].O. The catalyst is ClCCl. The product is [C:13]([Si:17]([CH3:20])([CH3:19])[O:4][CH2:3][C:2]([CH3:7])([CH3:1])[CH2:5][OH:6])([CH3:16])([CH3:15])[CH3:14]. The yield is 0.970. (2) The reactants are [NH2:1][C:2]1[S:3][CH:4]=[CH:5][N:6]=1.[C:7](N1C=CN=C1)(N1C=CN=C1)=[O:8].[CH:19]([NH:22][C:23]1[CH:28]=[CH:27][CH:26]=[CH:25][C:24]=1[O:29][C:30]1[CH:35]=[CH:34][CH:33]=[CH:32][CH:31]=1)([CH3:21])[CH3:20]. The catalyst is ClC(Cl)C. The product is [CH:19]([N:22]([C:23]1[CH:28]=[CH:27][CH:26]=[CH:25][C:24]=1[O:29][C:30]1[CH:35]=[CH:34][CH:33]=[CH:32][CH:31]=1)[C:7]([NH:1][C:2]1[S:3][CH:4]=[CH:5][N:6]=1)=[O:8])([CH3:21])[CH3:20]. The yield is 0.790. (3) The reactants are Cl[C:2]1[N:10]=[C:9]2[C:5]([N:6]=[CH:7][N:8]2[CH2:11][CH2:12][CH3:13])=[C:4]([NH:14][CH2:15][CH:16]([C:23]2[CH:28]=[CH:27][CH:26]=[CH:25][CH:24]=2)[C:17]2[CH:22]=[CH:21][CH:20]=[CH:19][CH:18]=2)[N:3]=1.[NH2:29][C@H:30]([CH2:33][CH3:34])[CH2:31][OH:32].CCOCC. The catalyst is O. The product is [C:17]1([CH:16]([C:23]2[CH:28]=[CH:27][CH:26]=[CH:25][CH:24]=2)[CH2:15][NH:14][C:4]2[N:3]=[C:2]([NH:29][C@H:30]([CH2:33][CH3:34])[CH2:31][OH:32])[N:10]=[C:9]3[C:5]=2[N:6]=[CH:7][N:8]3[CH2:11][CH2:12][CH3:13])[CH:22]=[CH:21][CH:20]=[CH:19][CH:18]=1. The yield is 0.670. (4) The reactants are [Cl:1][C:2]1[CH:7]=[CH:6][CH:5]=[C:4]([F:8])[C:3]=1[C:9]1[N:13]=[C:12]([C:14]2[C:18]([CH3:19])=[C:17]([C:20]3[CH:25]=[CH:24][C:23]([OH:26])=[CH:22][CH:21]=3)[S:16][CH:15]=2)[N:11]([CH3:27])[N:10]=1.[H-].[Na+].I[CH2:31][CH2:32][CH3:33]. The catalyst is C1COCC1. The product is [Cl:1][C:2]1[CH:7]=[CH:6][CH:5]=[C:4]([F:8])[C:3]=1[C:9]1[N:13]=[C:12]([C:14]2[C:18]([CH3:19])=[C:17]([C:20]3[CH:25]=[CH:24][C:23]([O:26][CH2:31][CH2:32][CH3:33])=[CH:22][CH:21]=3)[S:16][CH:15]=2)[N:11]([CH3:27])[N:10]=1. The yield is 0.930. (5) The catalyst is ClCCCl. The reactants are [N:1]([CH2:4][CH2:5][CH2:6][C:7](=[N:14][NH:15][C:16](=[O:25])[C:17]1[CH:22]=[C:21]([F:23])[CH:20]=[CH:19][C:18]=1[F:24])[C:8]1[CH:13]=[CH:12][CH:11]=[CH:10][CH:9]=1)=[N+:2]=[N-:3].[CH3:26][O:27][C@@H:28]([CH3:38])[C:29](O[C:29](=[O:30])[C@@H:28]([O:27][CH3:26])[CH3:38])=[O:30]. The yield is 0.650. The product is [N:1]([CH2:4][CH2:5][CH2:6][C:7]1([C:8]2[CH:9]=[CH:10][CH:11]=[CH:12][CH:13]=2)[N:14]([C:29](=[O:30])[C@@H:28]([O:27][CH3:26])[CH3:38])[N:15]=[C:16]([C:17]2[CH:22]=[C:21]([F:23])[CH:20]=[CH:19][C:18]=2[F:24])[O:25]1)=[N+:2]=[N-:3]. (6) The yield is 0.810. The reactants are [CH:1]1([S:4]([C:7]2[CH:12]=[CH:11][C:10]([CH:13]([CH2:27][CH:28]3[CH2:33][CH2:32][O:31][CH2:30][CH2:29]3)[C:14](=O)[CH2:15][CH:16]([CH3:25])[C:17]([C:19]3[CH:24]=[CH:23][CH:22]=[CH:21][N:20]=3)=O)=[CH:9][CH:8]=2)(=[O:6])=[O:5])[CH2:3][CH2:2]1.C([O-])(=O)C.[NH4+:38]. The product is [CH:1]1([S:4]([C:7]2[CH:12]=[CH:11][C:10]([CH:13]([C:14]3[NH:38][C:17]([C:19]4[CH:24]=[CH:23][CH:22]=[CH:21][N:20]=4)=[C:16]([CH3:25])[CH:15]=3)[CH2:27][CH:28]3[CH2:33][CH2:32][O:31][CH2:30][CH2:29]3)=[CH:9][CH:8]=2)(=[O:6])=[O:5])[CH2:2][CH2:3]1. The catalyst is C(O)(=O)C.C(OCC)(=O)C. (7) The reactants are [N:1]([C:4]1[CH:9]=[CH:8][C:7]([CH3:10])=[C:6]([CH3:11])[CH:5]=1)=[C:2]=[O:3].[CH3:12][CH:13]([CH3:36])[CH:14]([NH:19][C:20]([C:22]1[S:23][CH:24]=[C:25]([C:27]2[CH:32]=[CH:31][C:30]([N+:33]([O-])=O)=[CH:29][CH:28]=2)[N:26]=1)=[O:21])[C:15]([O:17][CH3:18])=[O:16]. No catalyst specified. The product is [CH3:11][C:6]1[CH:5]=[C:4]([NH:1][C:2](=[O:3])[NH:33][C:30]2[CH:31]=[CH:32][C:27]([C:25]3[N:26]=[C:22]([C:20]([NH:19][CH:14]([CH:13]([CH3:36])[CH3:12])[C:15]([O:17][CH3:18])=[O:16])=[O:21])[S:23][CH:24]=3)=[CH:28][CH:29]=2)[CH:9]=[CH:8][C:7]=1[CH3:10]. The yield is 0.750.